Dataset: Full USPTO retrosynthesis dataset with 1.9M reactions from patents (1976-2016). Task: Predict the reactants needed to synthesize the given product. (1) Given the product [NH2:39][C:40]1[CH:45]=[CH:44][CH:43]=[CH:42][C:41]=1[S:46][C:2]1[CH:21]=[CH:20][C:19]2[C:16]3=[C:17]4[C:18]5[C:9]([C:10](=[O:35])[N:11]([C:23]6[C:28]([CH:29]([CH3:31])[CH3:30])=[CH:27][CH:26]=[CH:25][C:24]=6[CH:32]([CH3:34])[CH3:33])[C:12](=[O:22])[C:13]=5[CH:14]=[CH:15]3)=[CH:8][CH:7]=[C:6]4[C:5]3=[CH:36][CH:37]=[CH:38][C:3]=1[C:4]=23, predict the reactants needed to synthesize it. The reactants are: Br[C:2]1[CH:21]=[CH:20][C:19]2[C:16]3=[C:17]4[C:18]5[C:9]([C:10](=[O:35])[N:11]([C:23]6[C:28]([CH:29]([CH3:31])[CH3:30])=[CH:27][CH:26]=[CH:25][C:24]=6[CH:32]([CH3:34])[CH3:33])[C:12](=[O:22])[C:13]=5[CH:14]=[CH:15]3)=[CH:8][CH:7]=[C:6]4[C:5]3=[CH:36][CH:37]=[CH:38][C:3]=1[C:4]=23.[NH2:39][C:40]1[CH:45]=[CH:44][CH:43]=[CH:42][C:41]=1[SH:46].C(=O)([O-])[O-].[K+].[K+].Cl. (2) Given the product [NH2:8][S:9]([N:12]([CH3:50])[CH:13]1[CH2:17][CH2:16][N:15]([CH2:18][CH2:19][N:20]([CH3:49])[C@@H:21]2[CH2:28][N:27]3[C:29]4[CH:30]=[C:31]([C:42]([OH:44])=[O:43])[CH:32]=[CH:33][C:34]=4[C:35]([CH:36]4[CH2:37][CH2:38][CH2:39][CH2:40][CH2:41]4)=[C:26]3[C:25]3[CH:45]=[CH:46][CH:47]=[CH:48][C:24]=3[O:23][CH2:22]2)[CH2:14]1)(=[O:11])=[O:10], predict the reactants needed to synthesize it. The reactants are: C(OC([NH:8][S:9]([N:12]([CH3:50])[CH:13]1[CH2:17][CH2:16][N:15]([CH2:18][CH2:19][N:20]([CH3:49])[C@@H:21]2[CH2:28][N:27]3[C:29]4[CH:30]=[C:31]([C:42]([OH:44])=[O:43])[CH:32]=[CH:33][C:34]=4[C:35]([CH:36]4[CH2:41][CH2:40][CH2:39][CH2:38][CH2:37]4)=[C:26]3[C:25]3[CH:45]=[CH:46][CH:47]=[CH:48][C:24]=3[O:23][CH2:22]2)[CH2:14]1)(=[O:11])=[O:10])=O)(C)(C)C.C(O)(C(F)(F)F)=O. (3) Given the product [C:27]([O:31][C:32]([N:34]1[CH2:38][CH2:37][CH:36]([O:19][C:18]2[C:13]3[C:12]4[CH:22]=[C:23]([Br:26])[CH:24]=[N:25][C:11]=4[N:10]([S:7]([C:1]4[CH:2]=[CH:3][CH:4]=[CH:5][CH:6]=4)(=[O:8])=[O:9])[C:14]=3[CH:15]=[N:16][C:17]=2[C:20]#[N:21])[CH2:35]1)=[O:33])([CH3:30])([CH3:28])[CH3:29], predict the reactants needed to synthesize it. The reactants are: [C:1]1([S:7]([N:10]2[C:14]3[CH:15]=[N:16][C:17]([C:20]#[N:21])=[C:18]([OH:19])[C:13]=3[C:12]3[CH:22]=[C:23]([Br:26])[CH:24]=[N:25][C:11]2=3)(=[O:9])=[O:8])[CH:6]=[CH:5][CH:4]=[CH:3][CH:2]=1.[C:27]([O:31][C:32]([N:34]1[CH2:38][CH2:37][CH:36](O)[CH2:35]1)=[O:33])([CH3:30])([CH3:29])[CH3:28].C1(P(C2C=CC=CC=2)C2C=CC=CC=2)C=CC=CC=1.N(C(OCC)=O)=NC(OCC)=O. (4) Given the product [CH2:16]([N:23]1[CH2:27][C@@H:26]2[C@@H:28]([NH:31][C:9](=[O:10])[O:11][C:12]([CH3:13])([CH3:14])[CH3:15])[CH2:29][CH2:30][C@@H:25]2[CH2:24]1)[C:17]1[CH:18]=[CH:19][CH:20]=[CH:21][CH:22]=1, predict the reactants needed to synthesize it. The reactants are: [C:9](O[C:9]([O:11][C:12]([CH3:15])([CH3:14])[CH3:13])=[O:10])([O:11][C:12]([CH3:15])([CH3:14])[CH3:13])=[O:10].[CH2:16]([N:23]1[CH2:27][C@@H:26]2[C@@H:28]([NH2:31])[CH2:29][CH2:30][C@@H:25]2[CH2:24]1)[C:17]1[CH:22]=[CH:21][CH:20]=[CH:19][CH:18]=1.CN(C1C=CC=CN=1)C. (5) Given the product [OH:8][CH2:9][CH2:10][CH2:11][CH2:12][CH2:13][CH2:14][CH2:15][CH2:16][CH2:17][CH2:18][CH2:19][CH2:20][CH2:21][CH2:22][CH2:23][CH2:24][C:25]1[C:33]2[C:28](=[CH:29][CH:30]=[CH:31][CH:32]=2)[N:27]([S:34]([C:37]2[CH:42]=[CH:41][C:40]([O:43][CH3:44])=[CH:39][CH:38]=2)(=[O:36])=[O:35])[CH:26]=1, predict the reactants needed to synthesize it. The reactants are: C([O:8][CH2:9][CH2:10][CH2:11][CH2:12][CH2:13][CH2:14][CH2:15][CH2:16][CH2:17][CH2:18][CH2:19][CH2:20][CH2:21][CH2:22][CH:23]=[CH:24][C:25]1[C:33]2[C:28](=[CH:29][CH:30]=[CH:31][CH:32]=2)[N:27]([S:34]([C:37]2[CH:42]=[CH:41][C:40]([O:43][CH3:44])=[CH:39][CH:38]=2)(=[O:36])=[O:35])[CH:26]=1)C1C=CC=CC=1.C.[H][H]. (6) Given the product [Cl:1][C:2]1[CH:7]=[CH:6][C:5]([N:8]2[CH:12]=[C:11]([CH:13]=[C:14]([CH3:16])[CH3:15])[CH:10]=[C:9]2[CH:17]=[CH:18][C:19]([O:21][CH3:22])=[O:20])=[C:4]([CH:23]([C:24]2[CH:29]=[CH:28][CH:27]=[C:26]([O:30][CH3:31])[C:25]=2[O:32][CH3:33])[OH:34])[CH:3]=1, predict the reactants needed to synthesize it. The reactants are: [Cl:1][C:2]1[CH:7]=[CH:6][C:5]([N:8]2[CH:12]=[C:11]([CH:13]=[C:14]([CH3:16])[CH3:15])[CH:10]=[C:9]2[CH:17]=[CH:18][C:19]([O:21][CH3:22])=[O:20])=[C:4]([C:23](=[O:34])[C:24]2[CH:29]=[CH:28][CH:27]=[C:26]([O:30][CH3:31])[C:25]=2[O:32][CH3:33])[CH:3]=1.[BH4-].[Na+]. (7) The reactants are: [CH3:1][O:2][C:3]1[CH:8]=[CH:7][C:6]([S:9](Cl)(=[O:11])=[O:10])=[CH:5][C:4]=1[N+:13]([O-:15])=[O:14].[NH:16]1[CH2:20][CH2:19][CH2:18][CH2:17]1. Given the product [CH3:1][O:2][C:3]1[CH:8]=[CH:7][C:6]([S:9]([N:16]2[CH2:20][CH2:19][CH2:18][CH2:17]2)(=[O:11])=[O:10])=[CH:5][C:4]=1[N+:13]([O-:15])=[O:14], predict the reactants needed to synthesize it. (8) Given the product [NH2:1][C@@H:2]([C:4]1[C:5]([F:35])=[C:6]([C:10]2[CH:15]=[C:14]([NH:16][CH2:17][C@H:18]3[CH2:22][CH2:21][CH2:20][O:19]3)[CH:13]=[C:12]([CH2:23][O:24][C:25]3[CH:30]=[CH:29][CH:28]=[CH:27][C:26]=3[CH2:31][C:32]([O:34][CH2:41][CH3:42])=[O:33])[CH:11]=2)[CH:7]=[CH:8][CH:9]=1)[CH3:3], predict the reactants needed to synthesize it. The reactants are: [NH2:1][C@@H:2]([C:4]1[C:5]([F:35])=[C:6]([C:10]2[CH:15]=[C:14]([NH:16][CH2:17][C@H:18]3[CH2:22][CH2:21][CH2:20][O:19]3)[CH:13]=[C:12]([CH2:23][O:24][C:25]3[CH:30]=[CH:29][CH:28]=[CH:27][C:26]=3[CH2:31][C:32]([OH:34])=[O:33])[CH:11]=2)[CH:7]=[CH:8][CH:9]=1)[CH3:3].S(=O)(=O)(O)O.[CH3:41][CH2:42]O. (9) Given the product [CH2:1]([N:8]1[CH2:26][CH2:25][C:11]2([C:12]3[NH:32][CH2:31][CH2:30][CH2:29][C:13]=3[C:14](=[O:23])[N:15]2[C:16]2[CH:21]=[CH:20][CH:19]=[C:18]([F:22])[CH:17]=2)[CH2:10][CH2:9]1)[C:2]1[CH:3]=[CH:4][CH:5]=[CH:6][CH:7]=1, predict the reactants needed to synthesize it. The reactants are: [CH2:1]([N:8]1[CH2:26][CH2:25][C:11]2([N:15]([C:16]3[CH:21]=[CH:20][CH:19]=[C:18]([F:22])[CH:17]=3)[C:14](=[O:23])[CH2:13][C:12]2=O)[CH2:10][CH2:9]1)[C:2]1[CH:7]=[CH:6][CH:5]=[CH:4][CH:3]=1.Br.Br[CH2:29][CH2:30][CH2:31][NH2:32].N1C(C)=CC=CC=1C.